From a dataset of Full USPTO retrosynthesis dataset with 1.9M reactions from patents (1976-2016). Predict the reactants needed to synthesize the given product. (1) Given the product [CH3:37][O:33][C:31](=[O:32])[C@@H:30]1[CH2:25][C@@H:27]([OH:29])[CH2:1][N:3]1[C:16]([O:18][C:19]([CH3:20])([CH3:21])[CH3:22])=[O:17], predict the reactants needed to synthesize it. The reactants are: [CH2:1]([N:3](CC)CC)C.[C:16](O[C:16]([O:18][C:19]([CH3:22])([CH3:21])[CH3:20])=[O:17])([O:18][C:19]([CH3:22])([CH3:21])[CH3:20])=[O:17].C(O)(=O)C[C:25]([CH2:30][C:31]([OH:33])=[O:32])([C:27]([OH:29])=O)O.Cl[CH2:37]Cl. (2) Given the product [C:1]([C:5]1[CH:10]=[CH:9][C:8]([S:11]([N:14]([C:15]2[CH:20]=[CH:19][C:18]([CH3:21])=[CH:17][CH:16]=2)[CH2:22][C:23]([N:29]([CH2:30][CH2:31][OH:32])[CH2:28][CH2:27][OH:26])=[O:25])(=[O:13])=[O:12])=[CH:7][CH:6]=1)([CH3:3])([CH3:2])[CH3:4], predict the reactants needed to synthesize it. The reactants are: [C:1]([C:5]1[CH:10]=[CH:9][C:8]([S:11]([N:14]([CH2:22][C:23]([OH:25])=O)[C:15]2[CH:20]=[CH:19][C:18]([CH3:21])=[CH:17][CH:16]=2)(=[O:13])=[O:12])=[CH:7][CH:6]=1)([CH3:4])([CH3:3])[CH3:2].[OH:26][CH2:27][CH2:28][NH:29][CH2:30][CH2:31][OH:32]. (3) Given the product [CH3:37][C:22]1([N:17]2[C:18]3[C:14](=[CH:13][N:12]=[C:11]4[C:19]=3[CH:20]=[CH:21][NH:10]4)[N:15]=[N:16]2)[CH2:27][CH2:26][N:25]([S:28]([C:31]2[CH:32]=[N:33][CH:34]=[CH:35][CH:36]=2)(=[O:30])=[O:29])[CH2:24][CH2:23]1, predict the reactants needed to synthesize it. The reactants are: C1(S([N:10]2[CH:21]=[CH:20][C:19]3[C:11]2=[N:12][CH:13]=[C:14]2[C:18]=3[N:17]([C:22]3([CH3:37])[CH2:27][CH2:26][N:25]([S:28]([C:31]4[CH:32]=[N:33][CH:34]=[CH:35][CH:36]=4)(=[O:30])=[O:29])[CH2:24][CH2:23]3)[N:16]=[N:15]2)(=O)=O)C=CC=CC=1.C1COCC1.CO. (4) Given the product [N:58]([CH2:33][C:15]1[CH:14]=[C:13]([Cl:12])[CH:18]=[CH:17][C:16]=1[CH:19]([NH:24][C:25]1[CH:30]=[CH:29][C:28]([O:31][CH3:32])=[CH:27][CH:26]=1)[C:20]([F:23])([F:22])[F:21])=[N+:59]=[N-:60], predict the reactants needed to synthesize it. The reactants are: C1CCN2C(=NCCC2)CC1.[Cl:12][C:13]1[CH:18]=[CH:17][C:16]([CH:19]([NH:24][C:25]2[CH:30]=[CH:29][C:28]([O:31][CH3:32])=[CH:27][CH:26]=2)[C:20]([F:23])([F:22])[F:21])=[C:15]([CH2:33]O)[CH:14]=1.ClC1C=C(C=CC=1)CO.C1C=CC(P([N:58]=[N+:59]=[N-:60])(C2C=CC=CC=2)=O)=CC=1.